This data is from Reaction yield outcomes from USPTO patents with 853,638 reactions. The task is: Predict the reaction yield, written as a fraction of the theoretical maximum amount of product (1.0 means a 100% yield; for example, 0.34 means a 34% yield). (1) The reactants are [F:1][C:2]([F:12])([F:11])[O:3][C:4]1[CH:9]=[CH:8][C:7]([OH:10])=[CH:6][CH:5]=1.[Cl:13][C:14]1[N:19]=[C:18](Cl)[CH:17]=[C:16]([CH3:21])[N:15]=1. No catalyst specified. The product is [Cl:13][C:14]1[N:15]=[C:16]([CH3:21])[CH:17]=[C:18]([O:10][C:7]2[CH:6]=[CH:5][C:4]([O:3][C:2]([F:11])([F:12])[F:1])=[CH:9][CH:8]=2)[N:19]=1. The yield is 0.600. (2) The reactants are [CH3:1][C:2]1([CH3:21])[C:6]([CH3:8])([CH3:7])[O:5][B:4]([C:9]2[CH:14]=[CH:13][C:12]([C:15]3([C:19]#[N:20])[CH2:18][CH2:17][CH2:16]3)=[CH:11][CH:10]=2)[O:3]1.B.C1COCC1. No catalyst specified. The product is [CH3:7][C:6]1([CH3:8])[C:2]([CH3:1])([CH3:21])[O:3][B:4]([C:9]2[CH:10]=[CH:11][C:12]([C:15]3([CH2:19][NH2:20])[CH2:16][CH2:17][CH2:18]3)=[CH:13][CH:14]=2)[O:5]1. The yield is 0.910. (3) The reactants are [Cl:1][C:2]1[C:7]([C:8]([F:11])([F:10])[F:9])=[CH:6][N:5]=[C:4]([NH:12][C:13]2[CH:27]=[CH:26][C:16](CP(=O)(OCC)OCC)=[CH:15][C:14]=2OC)[N:3]=1.NC1C=CC([CH2:35][CH2:36][PH:37](=[O:41])[O:38][CH2:39][CH3:40])=CC=1. No catalyst specified. The product is [Cl:1][C:2]1[C:7]([C:8]([F:10])([F:9])[F:11])=[CH:6][N:5]=[C:4]([NH:12][C:13]2[CH:27]=[CH:26][C:16]([CH2:35][CH2:36][PH:37](=[O:41])[O:38][CH2:39][CH3:40])=[CH:15][CH:14]=2)[N:3]=1. The yield is 0.610. (4) The reactants are Br[C:2]1[CH:3]=[C:4]([CH:9]=[C:10]([C:12]([CH3:15])([CH3:14])[CH3:13])[CH:11]=1)[C:5]([O:7]C)=[O:6].[OH-].[Na+].BrBr. The catalyst is [OH-].[OH-].[Pd+2].CO.[Pd]. The product is [C:12]([C:10]1[CH:9]=[C:4]([CH:3]=[CH:2][CH:11]=1)[C:5]([OH:7])=[O:6])([CH3:15])([CH3:13])[CH3:14]. The yield is 0.810. (5) The reactants are [C:1]([C:3]1[CH:4]=[C:5]([C:14]([OH:16])=[O:15])[S:6][C:7]=1[N:8]1[CH2:13][CH2:12][O:11][CH2:10][CH2:9]1)#[N:2].C([Li])CCC.[Cl:22][C:23]1[CH:30]=[CH:29][CH:28]=[CH:27][C:24]=1[CH:25]=[O:26]. The catalyst is C1COCC1. The product is [Cl:22][C:23]1[CH:30]=[CH:29][CH:28]=[CH:27][C:24]=1[CH:25]([OH:26])[C:4]1[C:3]([C:1]#[N:2])=[C:7]([N:8]2[CH2:13][CH2:12][O:11][CH2:10][CH2:9]2)[S:6][C:5]=1[C:14]([OH:16])=[O:15]. The yield is 0.190.